This data is from Forward reaction prediction with 1.9M reactions from USPTO patents (1976-2016). The task is: Predict the product of the given reaction. (1) Given the reactants [N:1]1([CH2:8][CH2:9][N:10]2[CH2:15][CH2:14][CH:13]([NH:16][C:17]([C:19]3[NH:20][C:21]4[C:26]([CH:27]=3)=[C:25](Br)[CH:24]=[CH:23][CH:22]=4)=[O:18])[CH2:12][CH2:11]2)[CH2:7][CH2:6][CH2:5][CH2:4][CH2:3][CH2:2]1.[O:29]1[C:33]2[CH:34]=[CH:35][C:36](B(O)O)=[CH:37][C:32]=2[O:31][CH2:30]1, predict the reaction product. The product is: [N:1]1([CH2:8][CH2:9][N:10]2[CH2:15][CH2:14][CH:13]([NH:16][C:17]([C:19]3[NH:20][C:21]4[C:26]([CH:27]=3)=[C:25]([C:36]3[CH:35]=[CH:34][C:33]5[O:29][CH2:30][O:31][C:32]=5[CH:37]=3)[CH:24]=[CH:23][CH:22]=4)=[O:18])[CH2:12][CH2:11]2)[CH2:7][CH2:6][CH2:5][CH2:4][CH2:3][CH2:2]1. (2) Given the reactants C(O[C:6]([NH:8][C:9]1[C:14]([O:15][CH3:16])=[CH:13][CH:12]=[C:11]([C:17]2[CH:18]=[CH:19][C:20](=[O:23])[NH:21][N:22]=2)[N:10]=1)=O)(C)(C)C.[F:24][C:25]([F:30])([F:29])C(O)=O.Cl[CH2:32]Cl, predict the reaction product. The product is: [CH3:16][O:15][C:14]1[C:9]2[N:10]([CH:32]=[C:6]([C:25]([F:30])([F:29])[F:24])[N:8]=2)[C:11]([C:17]2[CH:18]=[CH:19][C:20](=[O:23])[NH:21][N:22]=2)=[CH:12][CH:13]=1. (3) The product is: [Br:30][C:31]1[CH:58]=[CH:57][C:34]([O:35][C@H:36]2[CH2:54][CH2:55][N:39]([CH:40]3[CH2:41][CH2:42][N:43]([C:46]4[S:50][N:49]=[C:48]([CH:51]([CH3:53])[CH3:52])[N:47]=4)[CH2:44][CH2:45]3)[C:37]2=[O:38])=[C:33]([F:59])[CH:32]=1. Given the reactants C(P(CCCC)CCCC)CCC.N(C(OC(C)(C)C)=O)=NC(OC(C)(C)C)=O.[Br:30][C:31]1[CH:58]=[CH:57][C:34]([O:35][C@@H:36]([CH2:54][CH2:55]O)[C:37]([NH:39][CH:40]2[CH2:45][CH2:44][N:43]([C:46]3[S:50][N:49]=[C:48]([CH:51]([CH3:53])[CH3:52])[N:47]=3)[CH2:42][CH2:41]2)=[O:38])=[C:33]([F:59])[CH:32]=1, predict the reaction product.